From a dataset of Full USPTO retrosynthesis dataset with 1.9M reactions from patents (1976-2016). Predict the reactants needed to synthesize the given product. (1) The reactants are: [N+:1]([O-:4])(O)=[O:2].[Br:5][C:6]1[CH:11]=[CH:10][C:9]([OH:12])=[C:8]([C:13]([CH3:16])([CH3:15])[CH3:14])[CH:7]=1.CCOCC. Given the product [Br:5][C:6]1[CH:11]=[C:10]([N+:1]([O-:4])=[O:2])[C:9]([OH:12])=[C:8]([C:13]([CH3:16])([CH3:15])[CH3:14])[CH:7]=1, predict the reactants needed to synthesize it. (2) Given the product [CH3:26][N:27]([CH2:28][CH2:29][CH2:30][S:31]([CH2:33][CH2:34][C:35]([F:37])([F:38])[F:36])=[O:32])[CH2:2][CH2:3][CH2:4][CH2:5][CH2:6][CH2:7][C:8]1[C:14]2[CH:15]=[CH:16][C:17]([OH:19])=[CH:18][C:13]=2[CH2:12][CH2:11][CH2:10][C:9]=1[C:20]1[CH:25]=[CH:24][CH:23]=[CH:22][CH:21]=1, predict the reactants needed to synthesize it. The reactants are: Br[CH2:2][CH2:3][CH2:4][CH2:5][CH2:6][CH2:7][C:8]1[C:14]2[CH:15]=[CH:16][C:17]([OH:19])=[CH:18][C:13]=2[CH2:12][CH2:11][CH2:10][C:9]=1[C:20]1[CH:25]=[CH:24][CH:23]=[CH:22][CH:21]=1.[CH3:26][NH:27][CH2:28][CH2:29][CH2:30][S:31]([CH2:33][CH2:34][C:35]([F:38])([F:37])[F:36])=[O:32]. (3) Given the product [C:1]1([NH:4][C:5]([NH:7][C:8]2[CH:9]=[CH:10][C:11]([B:14]3[O:18][C:17]([CH3:19])([CH3:20])[C:16]([CH3:22])([CH3:21])[O:15]3)=[CH:12][CH:13]=2)=[O:6])[CH:3]=[CH:2][CH:29]=[CH:24][CH:25]=1, predict the reactants needed to synthesize it. The reactants are: [CH:1]1([NH:4][C:5]([NH:7][C:8]2[CH:13]=[CH:12][C:11]([B:14]3[O:18][C:17]([CH3:20])([CH3:19])[C:16]([CH3:22])([CH3:21])[O:15]3)=[CH:10][CH:9]=2)=[O:6])[CH2:3][CH2:2]1.N[C:24]1[CH:29]=CC=C[CH:25]=1. (4) Given the product [CH3:23][N:12]([CH2:11][C:9]1[N:10]=[C:6]2[CH:5]=[CH:4][CH:3]=[C:2]([N:31]([CH3:32])[CH:28]3[CH2:29][CH2:30][N:25]([CH3:24])[CH2:26][CH2:27]3)[N:7]2[CH:8]=1)[C@@H:13]1[C:22]2[N:21]=[CH:20][CH:19]=[CH:18][C:17]=2[CH2:16][CH2:15][CH2:14]1, predict the reactants needed to synthesize it. The reactants are: F[C:2]1[N:7]2[CH:8]=[C:9]([CH2:11][N:12]([CH3:23])[C@@H:13]3[C:22]4[N:21]=[CH:20][CH:19]=[CH:18][C:17]=4[CH2:16][CH2:15][CH2:14]3)[N:10]=[C:6]2[CH:5]=[CH:4][CH:3]=1.[CH3:24][N:25]1[CH2:30][CH2:29][CH:28]([NH:31][CH3:32])[CH2:27][CH2:26]1. (5) Given the product [F:1][C:2]([F:33])([F:32])[C:3]1[CH:4]=[C:5]([C@H:13]2[S:17][C:16](=[O:18])[N:15]([CH2:19][C:20]3[CH:25]=[C:24]([C:26]([F:29])([F:28])[F:27])[CH:23]=[CH:22][C:21]=3[C:57]3[CH:56]=[C:55]([C:52]4[CH:53]=[CH:54][C:49]([C:47]([OH:48])=[O:46])=[CH:50][C:51]=4[CH3:66])[CH:60]=[CH:59][C:58]=3[O:61][CH3:62])[C@H:14]2[CH3:31])[CH:6]=[C:7]([C:9]([F:12])([F:11])[F:10])[CH:8]=1, predict the reactants needed to synthesize it. The reactants are: [F:1][C:2]([F:33])([F:32])[C:3]1[CH:4]=[C:5]([C@H:13]2[S:17][C:16](=[O:18])[N:15]([CH2:19][C:20]3[CH:25]=[C:24]([C:26]([F:29])([F:28])[F:27])[CH:23]=[CH:22][C:21]=3Br)[C@H:14]2[CH3:31])[CH:6]=[C:7]([C:9]([F:12])([F:11])[F:10])[CH:8]=1.[O-]P([O-])([O-])=O.[K+].[K+].[K+].C([O:46][C:47]([C:49]1[CH:54]=[CH:53][C:52]([C:55]2[CH:60]=[CH:59][C:58]([O:61][CH3:62])=[C:57](B(O)O)[CH:56]=2)=[C:51]([CH3:66])[CH:50]=1)=[O:48])(C)(C)C. (6) Given the product [C:23]([O:1][C:2]1[CH:3]=[CH:4][C:5]([CH2:8][CH:9]2[CH2:14][CH2:13][C:12](=[O:15])[CH2:11][CH2:10]2)=[CH:6][CH:7]=1)(=[O:25])[CH3:24], predict the reactants needed to synthesize it. The reactants are: [OH:1][C:2]1[CH:7]=[CH:6][C:5]([CH2:8][CH:9]2[CH2:14][CH2:13][C:12](=[O:15])[CH2:11][CH2:10]2)=[CH:4][CH:3]=1.CCN(CC)CC.[C:23](Cl)(=[O:25])[CH3:24].Cl.